This data is from Peptide-MHC class I binding affinity with 185,985 pairs from IEDB/IMGT. The task is: Regression. Given a peptide amino acid sequence and an MHC pseudo amino acid sequence, predict their binding affinity value. This is MHC class I binding data. (1) The peptide sequence is AMQDPNPEV. The binding affinity (normalized) is 0.655. The MHC is HLA-A02:19 with pseudo-sequence HLA-A02:19. (2) The peptide sequence is VLTGNLQTL. The MHC is HLA-B35:01 with pseudo-sequence HLA-B35:01. The binding affinity (normalized) is 0.0847. (3) The peptide sequence is YQVPFVQAF. The MHC is HLA-A30:01 with pseudo-sequence HLA-A30:01. The binding affinity (normalized) is 0.213. (4) The binding affinity (normalized) is 0.0847. The peptide sequence is FPNEVGARI. The MHC is HLA-B27:05 with pseudo-sequence HLA-B27:05. (5) The peptide sequence is DLAQDPMLI. The MHC is HLA-A29:02 with pseudo-sequence HLA-A29:02. The binding affinity (normalized) is 0.0847. (6) The peptide sequence is KLVETGFVI. The MHC is HLA-A68:02 with pseudo-sequence HLA-A68:02. The binding affinity (normalized) is 0.357.